This data is from Forward reaction prediction with 1.9M reactions from USPTO patents (1976-2016). The task is: Predict the product of the given reaction. (1) Given the reactants [I:1]N1C(=O)CCC1=O.[Br:9][C:10]1[CH:19]=[CH:18][C:17]([Cl:20])=[C:16]2[C:11]=1[CH2:12][CH2:13][NH:14][C:15]2=[O:21], predict the reaction product. The product is: [Br:9][C:10]1[CH:19]=[C:18]([I:1])[C:17]([Cl:20])=[C:16]2[C:11]=1[CH2:12][CH2:13][NH:14][C:15]2=[O:21]. (2) Given the reactants [NH2:1][C@H:2]([C:23]1[CH:28]=[CH:27][CH:26]=[CH:25][CH:24]=1)[CH2:3][CH2:4][N:5]1[CH2:10][CH2:9][CH:8]([C:11]2[CH:12]=[C:13]([NH:17][C:18](=[O:22])[CH:19]([CH3:21])[CH3:20])[CH:14]=[CH:15][CH:16]=2)[CH2:7][CH2:6]1.[C:29]1([C:39](Cl)=[O:40])[C:38]2[C:33](=[CH:34][CH:35]=[CH:36][CH:37]=2)[CH:32]=[CH:31][CH:30]=1, predict the reaction product. The product is: [C:18]([NH:17][C:13]1[CH:12]=[C:11]([CH:8]2[CH2:9][CH2:10][N:5]([CH2:4][CH2:3][C@H:2]([NH:1][C:39]([C:29]3[C:38]4[C:33](=[CH:34][CH:35]=[CH:36][CH:37]=4)[CH:32]=[CH:31][CH:30]=3)=[O:40])[C:23]3[CH:24]=[CH:25][CH:26]=[CH:27][CH:28]=3)[CH2:6][CH2:7]2)[CH:16]=[CH:15][CH:14]=1)(=[O:22])[CH:19]([CH3:21])[CH3:20]. (3) Given the reactants [C:1]1([OH:7])[CH:6]=[CH:5][CH:4]=[CH:3][CH:2]=1.C([O-])([O-])=O.[K+].[K+].[Br:14][C:15]1[CH:20]=[CH:19][C:18](F)=[C:17]([N+:22]([O-:24])=[O:23])[CH:16]=1, predict the reaction product. The product is: [Br:14][C:15]1[CH:20]=[CH:19][C:18]([O:7][C:1]2[CH:6]=[CH:5][CH:4]=[CH:3][CH:2]=2)=[C:17]([N+:22]([O-:24])=[O:23])[CH:16]=1. (4) Given the reactants [I-].[CH3:2][S+](C)(C)=O.[H-].[Na+].[O:9]=[C:10]1[CH2:15][CH2:14][N:13]([C:16]([O:18][C:19]([CH3:22])([CH3:21])[CH3:20])=[O:17])[CH2:12][CH2:11]1, predict the reaction product. The product is: [O:9]1[C:10]2([CH2:11][CH2:12][N:13]([C:16]([O:18][C:19]([CH3:22])([CH3:21])[CH3:20])=[O:17])[CH2:14][CH2:15]2)[CH2:2]1.